This data is from Experimentally validated miRNA-target interactions with 360,000+ pairs, plus equal number of negative samples. The task is: Binary Classification. Given a miRNA mature sequence and a target amino acid sequence, predict their likelihood of interaction. (1) The miRNA is hsa-miR-3713 with sequence GGUAUCCGUUUGGGGAUGGU. The protein sequence of the target gene is MWVLTPAAFAGKLLSVFRQPLSSLWRSLVPLFCWLRATFWLLATKRRKQQLVLRGPDETKEEEEDPPLPTTPTSVNYHFTRQCNYKCGFCFHTAKTSFVLPLEEAKRGLLLLKEAGMEKINFSGGEPFLQDRGEYLGKLVRFCKVELRLPSVSIVSNGSLIRERWFQNYGEYLDILAISCDSFDEEVNVLIGRGQGKKNHVENLQKLRRWCRDYRVAFKINSVINRFNVEEDMTEQIKALNPVRWKVFQCLLIEGENCGEDALREAERFVIGDEEFERFLERHKEVSCLVPESNQKMKDS.... Result: 0 (no interaction). (2) Result: 0 (no interaction). The miRNA is mmu-miR-346-3p with sequence AGGCAGGGGCUGGGCCUGCAGC. The protein sequence of the target gene is MTTPANAQNASKTWELSLYELHRTPQEAIMDGTEIAVSPRSLHSELMCPICLDMLKNTMTTKECLHRFCSDCIVTALRSGNKECPTCRKKLVSKRSLRPDPNFDALISKIYPSREEYEAHQDRVLIRLSRLHNQQALSSSIEEGLRMQAMHRAQRVRRPIPGSDQTTTMSGGEGEPGEGEGDGEDVSSDSAPDSAPGPAPKRPRGGGAGGSSVGTGGGGTGGVGGGAGSEDSGDRGGTLGGGTLGPPSPPGAPSPPEPGGEIELVFRPHPLLVEKGEYCQTRYVKTTGNATVDHLSKYLA.... (3) The miRNA is hsa-miR-8485 with sequence CACACACACACACACACGUAU. The protein sequence of the target gene is MDSAITLWQFLLQLLQKPQNKHMICWTSNDGQFKLLQAEEVARLWGIRKNKPNMNYDKLSRALRYYYVKNIIKKVNGQKFVYKFVSYPEILNMDPMTVGRIEGDCESLNFSEVSSSSKDVENGGKDKPPQPGAKTSSRNDYIHSGLYSSFTLNSLNSSNVKLFKLIKTENPAEKLAEKKSPQEPTPSVIKFVTTPSKKPPVEPVAATISIGPSISPSSEETIQALETLVSPKLPSLEAPTSASNVMTAFATTPPISSIPPLQEPPRTPSPPLSSHPDIDTDIDSVASQPMELPENLSLEP.... Result: 1 (interaction). (4) The miRNA is mmu-miR-6920-5p with sequence ACACAAUGGAAAGACUGCUUGU. The protein sequence of the target gene is MSAQESCLSLIKYFLFVFNLFFFVLGSLIFCFGIWILIDKTSFVSFVGLAFVPLQIWSKVLAISGIFTMGIALLGCVGALKELRCLLGLYFGMLLLLFATQITLGILISTQRAQLERSLRDVVEKTIQKYGTNPEETAAEESWDYVQFQLRCCGWHYPQDWFQVLILRGNGSEAHRVPCSCYNLSATNDSTILDKVILPQLSRLGHLARSRHSADICAVPAESHIYREGCAQGLQKWLHNNLISIVGICLGVGLLELGFMTLSIFLCRNLDHVYNRLARYR. Result: 0 (no interaction).